This data is from Reaction yield outcomes from USPTO patents with 853,638 reactions. The task is: Predict the reaction yield, written as a fraction of the theoretical maximum amount of product (1.0 means a 100% yield; for example, 0.34 means a 34% yield). (1) The reactants are [CH2:1]([N:3]([CH3:26])[C:4]([C:6]1[CH:10]=[C:9]([C:11]2[CH:16]=[CH:15][C:14]([CH2:17][NH2:18])=[CH:13][N:12]=2)[N:8]([C:19]2[CH:20]=[N:21][C:22]([CH3:25])=[CH:23][CH:24]=2)[N:7]=1)=[O:5])[CH3:2].Cl[C:28]([O:30][CH3:31])=[O:29]. No catalyst specified. The product is [CH2:1]([N:3]([CH3:26])[C:4]([C:6]1[CH:10]=[C:9]([C:11]2[N:12]=[CH:13][C:14]([CH2:17][NH:18][C:28](=[O:29])[O:30][CH3:31])=[CH:15][CH:16]=2)[N:8]([C:19]2[CH:20]=[N:21][C:22]([CH3:25])=[CH:23][CH:24]=2)[N:7]=1)=[O:5])[CH3:2]. The yield is 0.750. (2) The reactants are Br[C:2]1[C:10]2[C:5](=[CH:6][CH:7]=[CH:8][C:9]=2[N+:11]([O-:13])=[O:12])[N:4]([CH2:14][CH2:15][C:16]2[CH:21]=[CH:20][CH:19]=[C:18]([CH3:22])[N:17]=2)[N:3]=1.Br[C:24]1C2C(=CC=CC=2[N+]([O-])=O)N(CC2C=CC=C(C(C)C)N=2)N=1. No catalyst specified. The product is [CH3:24][C:2]1[C:10]2[C:5](=[CH:6][CH:7]=[CH:8][C:9]=2[N+:11]([O-:13])=[O:12])[N:4]([CH2:14][CH2:15][C:16]2[CH:21]=[CH:20][CH:19]=[C:18]([CH3:22])[N:17]=2)[N:3]=1. The yield is 0.830. (3) The reactants are [Br:1][C:2]1[CH:11]=[CH:10][C:5]([C:6]([O:8][CH3:9])=O)=[CH:4][CH:3]=1.COC1C=CC(P2(SP(C3C=CC(OC)=CC=3)(=S)S2)=[S:21])=CC=1. The catalyst is C1(C)C=CC=CC=1. The product is [Br:1][C:2]1[CH:11]=[CH:10][C:5]([C:6](=[S:21])[O:8][CH3:9])=[CH:4][CH:3]=1. The yield is 0.580. (4) The product is [Cl:45][C:46]1[CH:51]=[CH:50][C:49]([CH2:52][NH:53][C:42](=[O:43])[CH2:41][C@@H:24]2[CH2:23][CH:22]=[CH:21][CH2:20][C@H:19]([NH:18][C:16](=[O:17])[O:15][CH2:14][CH:12]3[C:11]4[CH:6]=[CH:7][CH:8]=[CH:9][C:10]=4[C:1]4[C:13]3=[CH:5][CH:4]=[CH:3][CH:2]=4)[C:30](=[O:31])[O:29][C@H:28]([C:32]3[CH:33]=[CH:34][CH:35]=[CH:36][CH:37]=3)[C@H:27]([CH3:38])[N:26]([CH3:39])[C:25]2=[O:40])=[CH:48][CH:47]=1. The catalyst is CN(C=O)C. The reactants are [CH:1]1[C:13]2[CH:12]([CH2:14][O:15][C:16]([NH:18][C@@H:19]3[C:30](=[O:31])[O:29][C@H:28]([C:32]4[CH:37]=[CH:36][CH:35]=[CH:34][CH:33]=4)[C@H:27]([CH3:38])[N:26]([CH3:39])[C:25](=[O:40])[C@H:24]([CH2:41][C:42](O)=[O:43])[CH2:23][CH:22]=[CH:21][CH2:20]3)=[O:17])[C:11]3[C:6](=[CH:7][CH:8]=[CH:9][CH:10]=3)[C:5]=2[CH:4]=[CH:3][CH:2]=1.[Cl:45][C:46]1[CH:51]=[CH:50][C:49]([CH2:52][NH2:53])=[CH:48][CH:47]=1.CO.C(Cl)Cl. The yield is 0.830. (5) The reactants are [Br:1][C:2]1[CH:3]=[C:4]([CH:6]=[CH:7][CH:8]=1)[NH2:5].Br[CH2:10][CH2:11][O:12][CH2:13][CH2:14]Br.CCN(C(C)C)C(C)C. The catalyst is CN(C=O)C. The product is [Br:1][C:2]1[CH:3]=[C:4]([N:5]2[CH2:14][CH2:13][O:12][CH2:11][CH2:10]2)[CH:6]=[CH:7][CH:8]=1. The yield is 0.164. (6) The reactants are Cl[C:2]1[N:7]2[C:8]([C:12]([O:14][CH2:15][CH3:16])=[O:13])=[C:9]([CH3:11])[N:10]=[C:6]2[CH:5]=[CH:4][CH:3]=1.[NH2:17][C:18]1[CH:23]=[CH:22][C:21]([CH2:24][CH2:25][NH2:26])=[CH:20][CH:19]=1.C(N(CC)C(C)C)(C)C. The catalyst is C(#N)C. The product is [NH2:17][C:18]1[CH:23]=[CH:22][C:21]([CH2:24][CH2:25][NH:26][C:2]2[N:7]3[C:8]([C:12]([O:14][CH2:15][CH3:16])=[O:13])=[C:9]([CH3:11])[N:10]=[C:6]3[CH:5]=[CH:4][CH:3]=2)=[CH:20][CH:19]=1. The yield is 0.757. (7) The reactants are [CH2:1]([OH:4])[CH2:2][OH:3].[Cl:5][C:6]1[N:7]=[C:8]([N:21]2[CH2:25][CH2:24][C:23](=O)[CH2:22]2)[C:9]2[CH2:14][CH2:13][CH:12]([C:15]3[CH:20]=[CH:19][CH:18]=[CH:17][CH:16]=3)[C:10]=2[N:11]=1.CC1C=CC(S(O)(=O)=O)=CC=1.O. The product is [Cl:5][C:6]1[N:7]=[C:8]([N:21]2[CH2:25][CH2:24][C:23]3([O:4][CH2:1][CH2:2][O:3]3)[CH2:22]2)[C:9]2[CH2:14][CH2:13][CH:12]([C:15]3[CH:20]=[CH:19][CH:18]=[CH:17][CH:16]=3)[C:10]=2[N:11]=1. The catalyst is C1C=CC=CC=1. The yield is 0.159.